From a dataset of Peptide-MHC class I binding affinity with 185,985 pairs from IEDB/IMGT. Regression. Given a peptide amino acid sequence and an MHC pseudo amino acid sequence, predict their binding affinity value. This is MHC class I binding data. (1) The peptide sequence is RIKSVLDII. The MHC is HLA-A02:03 with pseudo-sequence HLA-A02:03. The binding affinity (normalized) is 0.735. (2) The peptide sequence is FLPDTRFYV. The MHC is HLA-A02:06 with pseudo-sequence HLA-A02:06. The binding affinity (normalized) is 0.888. (3) The peptide sequence is KYQVPSLQYL. The MHC is HLA-B27:05 with pseudo-sequence HLA-B27:05. The binding affinity (normalized) is 0.0260.